This data is from Catalyst prediction with 721,799 reactions and 888 catalyst types from USPTO. The task is: Predict which catalyst facilitates the given reaction. (1) Reactant: [Cl:1][C:2]1[C:3]([CH3:18])=[C:4]([C:13]2[CH:14]=[N:15][NH:16][CH:17]=2)[C:5]([O:11][CH3:12])=[C:6]([C:8](=[O:10])[CH3:9])[CH:7]=1.[H-].[Na+].Cl[CH2:22][C:23]#[N:24]. Product: [C:8]([C:6]1[C:5]([O:11][CH3:12])=[C:4]([C:13]2[CH:17]=[N:16][N:15]([CH2:22][C:23]#[N:24])[CH:14]=2)[C:3]([CH3:18])=[C:2]([Cl:1])[CH:7]=1)(=[O:10])[CH3:9]. The catalyst class is: 9. (2) Product: [F:21][C:18]1([CH2:20][C:38]([C:37]2[CH:36]=[CH:40][CH:3]=[CH:1][CH:2]=2)=[O:39])[CH:17]=[CH:16][N:15]=[C:14]([F:13])[CH2:19]1. The catalyst class is: 81. Reactant: [CH:1](NC(C)C)([CH3:3])[CH3:2].[Li]CCCC.[F:13][C:14]1[CH:19]=[C:18]([CH3:20])[CH:17]=[CH:16][N:15]=1.[F:21]C1C=CC(C(N(OC)C)=O)=CC=1.[Na+].[Cl-].[CH2:36]1[CH2:40][O:39][CH2:38][CH2:37]1. (3) The catalyst class is: 2. Reactant: [CH3:1][S:2]([N:5]1[CH2:14][CH2:13][C:12]2[C:7](=[CH:8][CH:9]=[C:10]([C:15]([OH:17])=O)[CH:11]=2)[CH2:6]1)(=[O:4])=[O:3].Cl.[CH3:19][NH:20][O:21][CH3:22].C(N(C(C)C)C(C)C)C.CN(C(ON1N=NC2C=CC=NC1=2)=[N+](C)C)C.F[P-](F)(F)(F)(F)F. Product: [CH3:22][O:21][N:20]([CH3:19])[C:15]([C:10]1[CH:11]=[C:12]2[C:7](=[CH:8][CH:9]=1)[CH2:6][N:5]([S:2]([CH3:1])(=[O:4])=[O:3])[CH2:14][CH2:13]2)=[O:17]. (4) The catalyst class is: 2. Product: [NH3:6].[N:26]1([CH2:23][C:20]2[CH:19]=[CH:18][C:17]([O:16][CH2:4][CH2:5][CH2:8][N:10]3[CH2:11][CH2:12][CH2:13][CH2:14][CH2:15]3)=[CH:22][N:21]=2)[CH2:31][CH2:30][CH2:29][CH2:28][CH2:27]1. Reactant: OC1C=[CH:4][C:5]([C:8]([N:10]2[CH2:15][CH2:14][CH2:13][CH2:12][CH2:11]2)=O)=[N:6]C=1.[OH:16][C:17]1[CH:18]=[CH:19][C:20]([C:23](O)=O)=[N:21][CH:22]=1.[NH:26]1[CH2:31][CH2:30][CH2:29][CH2:28][CH2:27]1.C1C=CC2N(O)N=NC=2C=1.C(Cl)CCl.CN1CCOCC1. (5) The catalyst class is: 196. Product: [O:1]1[C:5]2[CH:6]=[CH:7][C:8]([C:10]3([C:13]([NH:15][C:16]4[CH:21]=[CH:20][C:19]([CH:22]([O:31][CH2:32][CH2:35][OH:36])[C:23]5[CH:28]=[CH:27][CH:26]=[CH:25][C:24]=5[O:29][CH3:30])=[CH:18][N:17]=4)=[O:14])[CH2:12][CH2:11]3)=[CH:9][C:4]=2[O:3][CH2:2]1. Reactant: [O:1]1[C:5]2[CH:6]=[CH:7][C:8]([C:10]3([C:13]([NH:15][C:16]4[CH:21]=[CH:20][C:19]([CH:22]([OH:31])[C:23]5[CH:28]=[CH:27][CH:26]=[CH:25][C:24]=5[O:29][CH3:30])=[CH:18][N:17]=4)=[O:14])[CH2:12][CH2:11]3)=[CH:9][C:4]=2[O:3][CH2:2]1.[CH:32]1([C:35](N)=[O:36])CC1.